This data is from Full USPTO retrosynthesis dataset with 1.9M reactions from patents (1976-2016). The task is: Predict the reactants needed to synthesize the given product. (1) Given the product [CH2:31]([O:37][C:7]1[C:8]([CH2:15][CH2:42][OH:41])=[C:9]([CH:13]=[CH:14][CH:6]=1)[C:10]([OH:12])=[O:11])[CH2:32][CH2:33][CH3:34], predict the reactants needed to synthesize it. The reactants are: C(O[C:6]1[CH:14]=[CH:13][C:9]([C:10]([OH:12])=[O:11])=[C:8]([CH3:15])[CH:7]=1)CCC.[Li+].CC([N-]C(C)C)C.C(NC(C)C)(C)C.[CH2:31]([Li])[CH2:32][CH2:33][CH3:34].C=[O:37].C1[CH2:42][O:41]CC1. (2) Given the product [CH:4]([C:3]1[C:6]([O:14][CH3:15])=[CH:7][C:8]([C:10]([F:13])([F:12])[F:11])=[CH:9][C:2]=1[C:24]1[CH:25]=[CH:26][C:27]([C:30]([NH:32][CH2:33][CH2:34][C:35]([O:37][CH2:38][CH3:39])=[O:36])=[O:31])=[N:28][CH:29]=1)=[O:5], predict the reactants needed to synthesize it. The reactants are: Cl[C:2]1[CH:9]=[C:8]([C:10]([F:13])([F:12])[F:11])[CH:7]=[C:6]([O:14][CH3:15])[C:3]=1[CH:4]=[O:5].CC1(C)C(C)(C)OB([C:24]2[CH:25]=[CH:26][C:27]([C:30]([NH:32][CH2:33][CH2:34][C:35]([O:37][CH2:38][CH3:39])=[O:36])=[O:31])=[N:28][CH:29]=2)O1.COC1C=CC=C(OC)C=1C1C=CC=CC=1P(C1CCCCC1)C1CCCCC1.[O-]P([O-])([O-])=O.[K+].[K+].[K+].